Dataset: Full USPTO retrosynthesis dataset with 1.9M reactions from patents (1976-2016). Task: Predict the reactants needed to synthesize the given product. (1) The reactants are: [N+:1]([C:4]1[CH:9]=[CH:8][CH:7]=[CH:6][C:5]=1[CH:10]=[C:11]([N+]([O-])=O)[CH3:12])([O-:3])=[O:2].C1CCN2C(=NCCC2)CC1.[N+:27]([CH2:29][C:30]([O:32][CH2:33][CH3:34])=[O:31])#[C-:28].Cl. Given the product [CH3:12][C:11]1[C:10]([C:5]2[CH:6]=[CH:7][CH:8]=[CH:9][C:4]=2[N+:1]([O-:3])=[O:2])=[C:29]([C:30]([O:32][CH2:33][CH3:34])=[O:31])[NH:27][CH:28]=1, predict the reactants needed to synthesize it. (2) The reactants are: [CH2:1]([O:5][C:6]1[CH:11]=[C:10]([O:12][CH2:13][CH:14]([CH3:16])[CH3:15])[CH:9]=[CH:8][C:7]=1[C:17]([C:24]1[CH:25]=[CH:26][C:27]([O:35][CH2:36][CH:37]([CH3:39])[CH3:38])=[C:28]([CH2:30][CH2:31][C:32]([OH:34])=[O:33])[CH:29]=1)=[CH:18][C:19]([O:21]CC)=[O:20])[CH:2]([CH3:4])[CH3:3].[OH-].[Na+].C(Cl)(Cl)Cl.Cl. Given the product [C:32]([CH2:31][CH2:30][C:28]1[CH:29]=[C:24]([C:17]([C:7]2[CH:8]=[CH:9][C:10]([O:12][CH2:13][CH:14]([CH3:15])[CH3:16])=[CH:11][C:6]=2[O:5][CH2:1][CH:2]([CH3:4])[CH3:3])=[CH:18][C:19]([OH:21])=[O:20])[CH:25]=[CH:26][C:27]=1[O:35][CH2:36][CH:37]([CH3:38])[CH3:39])([OH:34])=[O:33], predict the reactants needed to synthesize it. (3) Given the product [P:37](=[O:38])([OH:41])([OH:40])[OH:39].[C:1]([CH2:3][C:4]1([N:25]2[CH:29]=[C:28]([C:30]3[C:34]([CH3:35])=[N:33][NH:32][C:31]=3[CH3:36])[CH:27]=[N:26]2)[CH2:7][N:6]([C:8]2[C:22]([F:23])=[CH:21][C:11]([C:12]([NH:14][C@@H:15]([CH3:20])[C:16]([F:19])([F:18])[F:17])=[O:13])=[C:10]([F:24])[CH:9]=2)[CH2:5]1)#[N:2], predict the reactants needed to synthesize it. The reactants are: [C:1]([CH2:3][C:4]1([N:25]2[CH:29]=[C:28]([C:30]3[C:31]([CH3:36])=[N:32][NH:33][C:34]=3[CH3:35])[CH:27]=[N:26]2)[CH2:7][N:6]([C:8]2[C:22]([F:23])=[CH:21][C:11]([C:12]([NH:14][C@@H:15]([CH3:20])[C:16]([F:19])([F:18])[F:17])=[O:13])=[C:10]([F:24])[CH:9]=2)[CH2:5]1)#[N:2].[P:37](=[O:41])([OH:40])([OH:39])[OH:38].CCCCCCC. (4) Given the product [CH:1]1([N:6]2[CH2:12][C:11]([F:13])([F:14])[C:10](=[O:15])[N:9]([CH2:16][CH3:17])[C:8]3[CH:18]=[N:19][C:20]([NH:22][C:23]4[CH:24]=[CH:25][C:26]([C:27]([NH:40][CH3:39])=[O:28])=[CH:30][CH:31]=4)=[N:21][C:7]2=3)[CH2:5][CH2:4][CH2:3][CH2:2]1, predict the reactants needed to synthesize it. The reactants are: [CH:1]1([N:6]2[CH2:12][C:11]([F:14])([F:13])[C:10](=[O:15])[N:9]([CH2:16][CH3:17])[C:8]3[CH:18]=[N:19][C:20]([NH:22][C:23]4[CH:31]=[CH:30][C:26]([C:27](O)=[O:28])=[CH:25][CH:24]=4)=[N:21][C:7]2=3)[CH2:5][CH2:4][CH2:3][CH2:2]1.F[P-](F)(F)(F)(F)F.[CH3:39][N:40](C(N(C)C)=[N+]1C2C(=NC=CC=2)[N+]([O-])=N1)C.C(N(C(C)C)CC)(C)C.CN. (5) Given the product [F:1][C:2]1[C:7]([C:8]([O:10][CH3:15])=[O:9])=[C:6]([CH3:11])[C:5]([N+:12]([O-:14])=[O:13])=[CH:4][CH:3]=1, predict the reactants needed to synthesize it. The reactants are: [F:1][C:2]1[C:7]([C:8]([OH:10])=[O:9])=[C:6]([CH3:11])[C:5]([N+:12]([O-:14])=[O:13])=[CH:4][CH:3]=1.[C:15](=O)([O-])[O-].[K+].[K+].IC.O.